This data is from Reaction yield outcomes from USPTO patents with 853,638 reactions. The task is: Predict the reaction yield, written as a fraction of the theoretical maximum amount of product (1.0 means a 100% yield; for example, 0.34 means a 34% yield). (1) The reactants are [C:1]([O:5][C:6](=[O:26])[NH:7][C:8]1[CH:13]=[CH:12][CH:11]=[CH:10][C:9]=1[NH:14][C:15](=[O:25])[C:16]1[CH:21]=[CH:20][C:19]([CH:22]2[CH2:24][O:23]2)=[CH:18][CH:17]=1)([CH3:4])([CH3:3])[CH3:2].[CH3:27][O:28][C:29]1[CH:30]=[C:31]([CH:33]=[C:34]([O:38][CH3:39])[C:35]=1[O:36][CH3:37])[NH2:32]. The catalyst is C(#N)C. The product is [C:1]([O:5][C:6](=[O:26])[NH:7][C:8]1[CH:13]=[CH:12][CH:11]=[CH:10][C:9]=1[NH:14][C:15](=[O:25])[C:16]1[CH:21]=[CH:20][C:19]([CH:22]([NH:32][C:31]2[CH:33]=[C:34]([O:38][CH3:39])[C:35]([O:36][CH3:37])=[C:29]([O:28][CH3:27])[CH:30]=2)[CH2:24][OH:23])=[CH:18][CH:17]=1)([CH3:3])([CH3:2])[CH3:4]. The yield is 0.710. (2) The reactants are [Cl:1][C:2]1[C:3]([C:22]2[N:27]=[C:26]([NH:28][C:29]3[CH:34]=[CH:33][N:32]=[CH:31][C:30]=3[C:35]([O:37]CC)=O)[CH:25]=[CH:24][N:23]=2)=[N:4][N:5]([CH2:10][C:11]2[C:16]([F:17])=[CH:15][C:14]([O:18][CH2:19][CH3:20])=[CH:13][C:12]=2[F:21])[C:6]=1[CH:7]1[CH2:9][CH2:8]1.[CH3:40][NH2:41]. No catalyst specified. The product is [Cl:1][C:2]1[C:3]([C:22]2[N:27]=[C:26]([NH:28][C:29]3[C:30]([C:35]([NH:41][CH3:40])=[O:37])=[CH:31][N:32]=[CH:33][CH:34]=3)[CH:25]=[CH:24][N:23]=2)=[N:4][N:5]([CH2:10][C:11]2[C:12]([F:21])=[CH:13][C:14]([O:18][CH2:19][CH3:20])=[CH:15][C:16]=2[F:17])[C:6]=1[CH:7]1[CH2:8][CH2:9]1. The yield is 0.960. (3) The reactants are C([O:3][C:4](=[O:14])[CH2:5][C:6]1[CH:7]=[N:8][C:9]([Cl:13])=[C:10]([F:12])[CH:11]=1)C. The catalyst is Cl. The product is [Cl:13][C:9]1[N:8]=[CH:7][C:6]([CH2:5][C:4]([OH:14])=[O:3])=[CH:11][C:10]=1[F:12]. The yield is 0.612. (4) The reactants are C(OC([NH:8][C@@H:9]1[C@@H:14]([NH:15][C:16]([O:18][C:19]([CH3:22])([CH3:21])[CH3:20])=[O:17])[CH2:13][C:12]([C:23]#[N:24])=[CH:11][C@H:10]1[O:25][CH:26]([CH2:29][CH3:30])[CH2:27][CH3:28])=O)(C)(C)C.C(O)(C(F)(F)F)=O.CCN(CC)CC.CC(OC(OC(OC(C)(C)C)=O)=O)(C)C. The catalyst is C(Cl)Cl. The product is [NH2:8][C@@H:9]1[C@@H:14]([NH:15][C:16]([O:18][C:19]([CH3:22])([CH3:21])[CH3:20])=[O:17])[CH2:13][C:12]([C:23]#[N:24])=[CH:11][C@H:10]1[O:25][CH:26]([CH2:29][CH3:30])[CH2:27][CH3:28]. The yield is 0.630. (5) The reactants are [CH3:1][C:2]1[C:7]2[C:8]([CH2:11][N:12]3[C:16]4[CH:17]=[CH:18][CH:19]=[CH:20][C:15]=4[N:14]=[C:13]3[S:21][CH2:22][CH2:23][CH2:24][C:25]([OH:27])=[O:26])=[CH:9][S:10][C:6]=2[CH:5]=[CH:4][CH:3]=1.[S:28](=[O:32])(=[O:31])([OH:30])[OH:29]. The catalyst is C(O)(=O)C. The product is [S:28]([OH:32])([OH:31])(=[O:30])=[O:29].[CH3:1][C:2]1[C:7]2[C:8]([CH2:11][N:12]3[C:16]4[CH:17]=[CH:18][CH:19]=[CH:20][C:15]=4[N:14]=[C:13]3[S:21][CH2:22][CH2:23][CH2:24][C:25]([OH:27])=[O:26])=[CH:9][S:10][C:6]=2[CH:5]=[CH:4][CH:3]=1. The yield is 0.250. (6) The product is [OH:36][C@H:34]([CH3:35])[CH2:33][NH:32][C:28]([C:26]1[NH:27][C:23]([C:8]2[CH:9]=[C:10]([O:12][C:13]3[CH:14]=[CH:15][C:16]([S:19]([CH3:22])(=[O:20])=[O:21])=[CH:17][CH:18]=3)[CH:11]=[C:6]([O:5][C@@H:4]([CH3:31])[CH2:3][O:2][CH3:1])[CH:7]=2)=[CH:24][CH:25]=1)=[O:30]. The catalyst is ClCCl.CN(C)C1C=CN=CC=1. The yield is 0.830. The reactants are [CH3:1][O:2][CH2:3][C@H:4]([CH3:31])[O:5][C:6]1[CH:7]=[C:8]([C:23]2[NH:27][C:26]([C:28]([OH:30])=O)=[CH:25][CH:24]=2)[CH:9]=[C:10]([O:12][C:13]2[CH:18]=[CH:17][C:16]([S:19]([CH3:22])(=[O:21])=[O:20])=[CH:15][CH:14]=2)[CH:11]=1.[NH2:32][CH2:33][C@H:34]([OH:36])[CH3:35].CCN=C=NCCCN(C)C.Cl.Cl. (7) The reactants are Cl.Cl.[N:3]1([CH:8]2[CH2:13][CH2:12][N:11]([C:14]([O:16][C:17]3[CH:22]=[C:21]([F:23])[CH:20]=[CH:19][C:18]=3/[CH:24]=[C:25]3\[C:26](=O)[N:27]=[C:28]([N:30]4[CH2:35][CH2:34][CH2:33][CH2:32][NH:31]4)[S:29]\3)=[O:15])[CH2:10][CH2:9]2)[CH2:7][CH2:6][CH2:5][CH2:4]1.P12(SP3(SP(SP(S3)(S1)=S)(=S)S2)=S)=[S:38]. The catalyst is N1C=CC=CC=1. The product is [N:3]1([CH:8]2[CH2:13][CH2:12][N:11]([C:14]([O:16][C:17]3[CH:22]=[C:21]([F:23])[CH:20]=[CH:19][C:18]=3/[CH:24]=[C:25]3/[C:26](=[S:38])[N:27]=[C:28]([N:30]4[CH2:35][CH2:34][CH2:33][CH2:32][NH:31]4)[S:29]/3)=[O:15])[CH2:10][CH2:9]2)[CH2:7][CH2:6][CH2:5][CH2:4]1. The yield is 0.270.